Dataset: CYP1A2 inhibition data for predicting drug metabolism from PubChem BioAssay. Task: Regression/Classification. Given a drug SMILES string, predict its absorption, distribution, metabolism, or excretion properties. Task type varies by dataset: regression for continuous measurements (e.g., permeability, clearance, half-life) or binary classification for categorical outcomes (e.g., BBB penetration, CYP inhibition). Dataset: cyp1a2_veith. (1) The molecule is CO[C@@H]1COC(=O)C/C=C\[C@H](C)[C@@H](OC)COC(=O)[C@H](C)NC(=O)C/C=C\[C@H]1C. The result is 0 (non-inhibitor). (2) The drug is Nc1ccc(Cc2ccc(N)c(C(=O)O)c2)cc1C(=O)O. The result is 0 (non-inhibitor). (3) The drug is Cc1cc2nc(CCN(C(=S)NCC(C)C)C3CCCC3)[nH]c2cc1C. The result is 1 (inhibitor). (4) The drug is O=C(O)c1nn(-c2ccccc2-c2n[nH]c(=O)[nH]c2=O)c(=O)[nH]c1=O. The result is 0 (non-inhibitor). (5) The compound is N#Cc1cccc(-c2nc(Nc3ccccc3)c3ccccc3n2)c1. The result is 1 (inhibitor).